From a dataset of Peptide-MHC class I binding affinity with 185,985 pairs from IEDB/IMGT. Regression. Given a peptide amino acid sequence and an MHC pseudo amino acid sequence, predict their binding affinity value. This is MHC class I binding data. The peptide sequence is KAVYNFATC. The MHC is H-2-Db with pseudo-sequence H-2-Db. The binding affinity (normalized) is 0.329.